This data is from Forward reaction prediction with 1.9M reactions from USPTO patents (1976-2016). The task is: Predict the product of the given reaction. (1) The product is: [OH:14][C:11]([CH3:13])([CH3:12])[CH:10]([C:15]1[CH:20]=[CH:19][CH:18]=[CH:17][CH:16]=1)[S:7]([NH2:6])(=[O:8])=[O:9]. Given the reactants COC1C=C(OC)C=CC=1C[NH:6][S:7]([CH:10]([C:15]1[CH:20]=[CH:19][CH:18]=[CH:17][CH:16]=1)[C:11]([OH:14])([CH3:13])[CH3:12])(=[O:9])=[O:8].FC(F)(F)C(O)=O.C1(C)C=CC=CC=1, predict the reaction product. (2) Given the reactants [Cl:1][C:2]1[CH:7]=[CH:6][C:5]([C@H:8]2[N:15]3[C:11]([S:12][C:13]([C:19](OCC)=[O:20])=[C:14]3[CH:16]([CH3:18])[CH3:17])=[N:10][C@H:9]2[C:24]2[CH:29]=[CH:28][C:27]([Cl:30])=[CH:26][CH:25]=2)=[CH:4][CH:3]=1.[H-].[Al+3].[Li+].[H-].[H-].[H-].[OH-].[Na+].S([O-])([O-])(=O)=O.[Na+].[Na+], predict the reaction product. The product is: [Cl:1][C:2]1[CH:7]=[CH:6][C:5]([C@H:8]2[N:15]3[C:11]([S:12][C:13]([CH2:19][OH:20])=[C:14]3[CH:16]([CH3:18])[CH3:17])=[N:10][C@H:9]2[C:24]2[CH:25]=[CH:26][C:27]([Cl:30])=[CH:28][CH:29]=2)=[CH:4][CH:3]=1. (3) Given the reactants [CH3:1][C:2]1[CH:7]=[CH:6][C:5]([C:8]2[CH2:13][CH2:12][CH2:11][CH2:10][C:9]=2[C:14]([OH:16])=O)=[CH:4][CH:3]=1.[NH2:17][C:18]1[CH:23]=[CH:22][C:21]([N:24]2[CH2:29][CH2:28][N:27]([C:30]([O:32][C:33]([CH3:36])([CH3:35])[CH3:34])=[O:31])[CH2:26][CH2:25]2)=[CH:20][CH:19]=1.O.ON1C2C=CC=CC=2N=N1.CN(C)CCCN=C=NCC, predict the reaction product. The product is: [CH3:1][C:2]1[CH:3]=[CH:4][C:5]([C:8]2[CH2:13][CH2:12][CH2:11][CH2:10][C:9]=2[C:14]([NH:17][C:18]2[CH:23]=[CH:22][C:21]([N:24]3[CH2:29][CH2:28][N:27]([C:30]([O:32][C:33]([CH3:36])([CH3:35])[CH3:34])=[O:31])[CH2:26][CH2:25]3)=[CH:20][CH:19]=2)=[O:16])=[CH:6][CH:7]=1. (4) Given the reactants [CH3:1][O:2][C:3]1[CH:8]=[C:7]([CH2:9][N:10]2[CH2:15][CH2:14][O:13][CH2:12][CH2:11]2)[CH:6]=[CH:5][C:4]=1[OH:16].C([O-])([O-])=O.[Cs+].[Cs+].Br[CH2:24][CH2:25][CH2:26][CH2:27][CH2:28][O:29][C:30]1[C:39]2[C:34](=[CH:35][C:36]([Cl:40])=[CH:37][CH:38]=2)[N:33]=[CH:32][CH:31]=1, predict the reaction product. The product is: [CH3:1][O:2][C:3]1[CH:8]=[C:7]([CH2:9][N:10]2[CH2:11][CH2:12][O:13][CH2:14][CH2:15]2)[CH:6]=[CH:5][C:4]=1[O:16][CH2:24][CH2:25][CH2:26][CH2:27][CH2:28][O:29][C:30]1[C:39]2[C:34](=[CH:35][C:36]([Cl:40])=[CH:37][CH:38]=2)[N:33]=[CH:32][CH:31]=1. (5) The product is: [Br:21][C:10]1[C:11]2[C:6](=[C:5]([F:14])[CH:4]=[C:3]([CH2:1][CH3:2])[CH:12]=2)[CH2:7][CH2:8][C:9]=1[CH:17]=[O:18]. Given the reactants [CH2:1]([C:3]1[CH:12]=[C:11]2[C:6]([CH2:7][CH2:8][CH2:9][C:10]2=O)=[C:5]([F:14])[CH:4]=1)[CH3:2].CN(C)[CH:17]=[O:18].P(Br)(Br)[Br:21], predict the reaction product. (6) Given the reactants [F:1][C:2]1[CH:3]=[CH:4][C:5]([O:9][CH2:10][C:11]([F:14])([F:13])[F:12])=[C:6]([CH:8]=1)[NH2:7].Cl.Cl[CH2:17][CH2:18][NH:19][CH2:20][CH2:21]Cl.[I-].[K+].C(=O)([O-])[O-].[K+].[K+], predict the reaction product. The product is: [F:1][C:2]1[CH:3]=[CH:4][C:5]([O:9][CH2:10][C:11]([F:12])([F:13])[F:14])=[C:6]([N:7]2[CH2:21][CH2:20][NH:19][CH2:18][CH2:17]2)[CH:8]=1. (7) Given the reactants [CH:1]1([CH:7]=[O:8])[CH2:6][CH2:5][CH2:4][CH2:3][CH2:2]1.[CH3:9][O:10][C:11](=[O:16])[CH:12](O)[CH:13]=[CH2:14].O.C1(C)C=CC(S(O)(=O)=O)=CC=1, predict the reaction product. The product is: [CH3:9][O:10][C:11](=[O:16])[CH:12]=[CH:13][CH2:14][C:1]1([CH:7]=[O:8])[CH2:6][CH2:5][CH2:4][CH2:3][CH2:2]1.